Dataset: NCI-60 drug combinations with 297,098 pairs across 59 cell lines. Task: Regression. Given two drug SMILES strings and cell line genomic features, predict the synergy score measuring deviation from expected non-interaction effect. (1) Drug 1: C1C(C(OC1N2C=NC3=C(N=C(N=C32)Cl)N)CO)O. Drug 2: CC1=C(C(=CC=C1)Cl)NC(=O)C2=CN=C(S2)NC3=CC(=NC(=N3)C)N4CCN(CC4)CCO. Cell line: SNB-19. Synergy scores: CSS=43.4, Synergy_ZIP=-3.67, Synergy_Bliss=-3.16, Synergy_Loewe=-6.12, Synergy_HSA=-1.69. (2) Drug 1: CCC1=CC2CC(C3=C(CN(C2)C1)C4=CC=CC=C4N3)(C5=C(C=C6C(=C5)C78CCN9C7C(C=CC9)(C(C(C8N6C)(C(=O)OC)O)OC(=O)C)CC)OC)C(=O)OC.C(C(C(=O)O)O)(C(=O)O)O. Drug 2: C1C(C(OC1N2C=NC3=C(N=C(N=C32)Cl)N)CO)O. Cell line: SF-295. Synergy scores: CSS=36.6, Synergy_ZIP=0.483, Synergy_Bliss=-1.74, Synergy_Loewe=-3.01, Synergy_HSA=-0.494. (3) Drug 1: CC12CCC3C(C1CCC2O)C(CC4=C3C=CC(=C4)O)CCCCCCCCCS(=O)CCCC(C(F)(F)F)(F)F. Drug 2: CCC1(C2=C(COC1=O)C(=O)N3CC4=CC5=C(C=CC(=C5CN(C)C)O)N=C4C3=C2)O.Cl. Cell line: SR. Synergy scores: CSS=47.7, Synergy_ZIP=-0.505, Synergy_Bliss=-0.479, Synergy_Loewe=-37.1, Synergy_HSA=0.958. (4) Drug 1: CNC(=O)C1=NC=CC(=C1)OC2=CC=C(C=C2)NC(=O)NC3=CC(=C(C=C3)Cl)C(F)(F)F. Drug 2: CS(=O)(=O)OCCCCOS(=O)(=O)C. Cell line: SF-268. Synergy scores: CSS=-3.22, Synergy_ZIP=0.0279, Synergy_Bliss=-2.10, Synergy_Loewe=-6.51, Synergy_HSA=-5.16. (5) Drug 1: C1CCN(CC1)CCOC2=CC=C(C=C2)C(=O)C3=C(SC4=C3C=CC(=C4)O)C5=CC=C(C=C5)O. Drug 2: CN1CCC(CC1)COC2=C(C=C3C(=C2)N=CN=C3NC4=C(C=C(C=C4)Br)F)OC. Cell line: SF-268. Synergy scores: CSS=-5.44, Synergy_ZIP=3.01, Synergy_Bliss=3.55, Synergy_Loewe=-0.676, Synergy_HSA=-0.887. (6) Drug 1: CCC1=CC2CC(C3=C(CN(C2)C1)C4=CC=CC=C4N3)(C5=C(C=C6C(=C5)C78CCN9C7C(C=CC9)(C(C(C8N6C)(C(=O)OC)O)OC(=O)C)CC)OC)C(=O)OC. Drug 2: CC(C)(C1=NC(=CC=C1)N2C3=NC(=NC=C3C(=O)N2CC=C)NC4=CC=C(C=C4)N5CCN(CC5)C)O. Synergy scores: CSS=56.9, Synergy_ZIP=4.68, Synergy_Bliss=4.46, Synergy_Loewe=2.04, Synergy_HSA=9.04. Cell line: SK-OV-3. (7) Drug 1: CC12CCC(CC1=CCC3C2CCC4(C3CC=C4C5=CN=CC=C5)C)O. Drug 2: CCC1(CC2CC(C3=C(CCN(C2)C1)C4=CC=CC=C4N3)(C5=C(C=C6C(=C5)C78CCN9C7C(C=CC9)(C(C(C8N6C=O)(C(=O)OC)O)OC(=O)C)CC)OC)C(=O)OC)O.OS(=O)(=O)O. Cell line: CAKI-1. Synergy scores: CSS=28.6, Synergy_ZIP=4.97, Synergy_Bliss=8.91, Synergy_Loewe=3.12, Synergy_HSA=10.8.